This data is from Reaction yield outcomes from USPTO patents with 853,638 reactions. The task is: Predict the reaction yield, written as a fraction of the theoretical maximum amount of product (1.0 means a 100% yield; for example, 0.34 means a 34% yield). The reactants are [N+:1]([C:4]1[CH:5]=[C:6]([NH2:19])[C:7]([C:10]2[CH:15]=[CH:14][C:13]([N+:16]([O-:18])=[O:17])=[CH:12][CH:11]=2)=[CH:8][CH:9]=1)([O-:3])=[O:2].N([O-])=O.[Na+].NC(N)=O.[N-:28]=[N+:29]=[N-].[Na+]. The catalyst is C(O)(=O)C.S(=O)(=O)(O)O.O. The product is [N+:1]([C:4]1[CH:9]=[CH:8][C:7]([C:10]2[CH:11]=[CH:12][C:13]([N+:16]([O-:18])=[O:17])=[CH:14][CH:15]=2)=[C:6]([N:19]=[N+:28]=[N-:29])[CH:5]=1)([O-:3])=[O:2]. The yield is 0.720.